Dataset: Forward reaction prediction with 1.9M reactions from USPTO patents (1976-2016). Task: Predict the product of the given reaction. (1) Given the reactants Cl[CH2:2][C:3]1[C:8](=[O:9])[CH:7]=[CH:6][N:5]([C:10]2[CH:11]=[C:12]([CH:15]=[CH:16][CH:17]=2)[C:13]#[N:14])[N:4]=1.[C:18]([O:22][C:23](=[O:39])[NH:24][C:25]1[CH:30]=[CH:29][CH:28]=[C:27](B2OC(C)(C)C(C)O2)[CH:26]=1)([CH3:21])([CH3:20])[CH3:19].C([O-])([O-])=O.[Na+].[Na+].O, predict the reaction product. The product is: [C:13]([C:12]1[CH:11]=[C:10]([N:5]2[CH:6]=[CH:7][C:8](=[O:9])[C:3]([CH2:2][C:27]3[CH:26]=[C:25]([NH:24][C:23](=[O:39])[O:22][C:18]([CH3:20])([CH3:19])[CH3:21])[CH:30]=[CH:29][CH:28]=3)=[N:4]2)[CH:17]=[CH:16][CH:15]=1)#[N:14]. (2) Given the reactants [Br:1][C:2]1[CH:3]=[C:4]2[C:9](=[C:10]([CH3:12])[CH:11]=1)[NH:8][C:7](=O)[CH:6]=[C:5]2[CH3:14].[NH4+].[OH-].O=P(Cl)(Cl)[Cl:19], predict the reaction product. The product is: [Br:1][C:2]1[CH:3]=[C:4]2[C:9](=[C:10]([CH3:12])[CH:11]=1)[N:8]=[C:7]([Cl:19])[CH:6]=[C:5]2[CH3:14]. (3) Given the reactants [CH3:1][O:2][C:3]1[C:4]([O:46][CH3:47])=[C:5]([CH:43]=[CH:44][CH:45]=1)[C:6]([O:19][CH2:20][C@H:21]1[O:25][C@@H:24]([N:26]2[CH:33]=[CH:32][C:30](=[O:31])[NH:29][C:27]2=[O:28])[C@H:23]([O:34][NH:35][CH2:36][CH2:37][CH2:38][CH2:39][CH2:40][CH3:41])[C@@H:22]1[OH:42])([C:13]1[CH:18]=[CH:17][CH:16]=[CH:15][CH:14]=1)[C:7]1[CH:12]=[CH:11][CH:10]=[CH:9][CH:8]=1.[N+:48]([C:51]1[CH:56]=[C:55]([N+:57]([O-:59])=[O:58])[CH:54]=[CH:53][C:52]=1F)([O-:50])=[O:49], predict the reaction product. The product is: [CH3:1][O:2][C:3]1[C:4]([O:46][CH3:47])=[C:5]([CH:43]=[CH:44][CH:45]=1)[C:6]([O:19][CH2:20][C@H:21]1[O:25][C@@H:24]([N:26]2[CH:33]=[CH:32][C:30](=[O:31])[NH:29][C:27]2=[O:28])[C@H:23]([O:34][N:35]([CH2:36][CH2:37][CH2:38][CH2:39][CH2:40][CH3:41])[C:52]2[CH:53]=[CH:54][C:55]([N+:57]([O-:59])=[O:58])=[CH:56][C:51]=2[N+:48]([O-:50])=[O:49])[C@@H:22]1[OH:42])([C:7]1[CH:8]=[CH:9][CH:10]=[CH:11][CH:12]=1)[C:13]1[CH:18]=[CH:17][CH:16]=[CH:15][CH:14]=1. (4) Given the reactants [N+:1]([C:4]1[N:5]=[C:6]2[N:11]([CH:12]=1)[CH2:10][CH:9]([O:13][CH2:14][C:15]1[CH:31]=[CH:30][C:18]([O:19][CH2:20][C:21](N3CCC(=O)CC3)=[O:22])=[CH:17][CH:16]=1)[CH2:8][O:7]2)([O-:3])=[O:2].C([O:36]C(=O)C)(C)(C)C, predict the reaction product. The product is: [N+:1]([C:4]1[N:5]=[C:6]2[N:11]([CH:12]=1)[CH2:10][CH:9]([O:13][CH2:14][C:15]1[CH:16]=[CH:17][C:18]([O:19][CH2:20][C:21]([OH:22])=[O:36])=[CH:30][CH:31]=1)[CH2:8][O:7]2)([O-:3])=[O:2]. (5) Given the reactants C[O:2][C:3](=O)[CH:4](CC)C(C)=O.[CH2:11]([OH:14])[CH2:12][OH:13].[CH3:15][C:16]1[CH:17]=[CH:18][C:19](S(O)(=O)=O)=[CH:20][CH:21]=1.[OH2:26], predict the reaction product. The product is: [CH2:3]([O:2][C:15](=[O:26])[CH:16]([C:21]1([CH2:20][CH3:19])[O:14][CH2:11][CH2:12][O:13]1)[CH2:17][CH3:18])[CH3:4]. (6) Given the reactants [F:1][C:2]([F:10])([F:9])[C:3]([CH3:8])([CH3:7])[C:4](O)=[O:5].C(Cl)(=O)C(Cl)=O.[NH4+:17].[OH-], predict the reaction product. The product is: [F:1][C:2]([F:10])([F:9])[C:3]([CH3:8])([CH3:7])[C:4]([NH2:17])=[O:5]. (7) Given the reactants Cl[CH2:2][C:3]1[CH:8]=[CH:7][N:6]=[C:5]2[S:9][C:10]([C:12]3[CH:17]=[CH:16][CH:15]=[C:14]([C:18]([F:21])([F:20])[F:19])[CH:13]=3)=[N:11][C:4]=12.[C:22]([O-:25])(=[O:24])[CH3:23].[Na+], predict the reaction product. The product is: [C:22]([O:25][CH2:2][C:3]1[CH:8]=[CH:7][N:6]=[C:5]2[S:9][C:10]([C:12]3[CH:17]=[CH:16][CH:15]=[C:14]([C:18]([F:21])([F:20])[F:19])[CH:13]=3)=[N:11][C:4]=12)(=[O:24])[CH3:23]. (8) Given the reactants [N:1]([CH2:4][C@@:5]1([CH3:15])[O:9][B:8]([OH:10])[C:7]2[CH:11]=[CH:12][CH:13]=[CH:14][C:6]1=2)=[N+]=[N-].C1(P(C2C=CC=CC=2)C2C=CC=CC=2)C=CC=CC=1.[ClH:35], predict the reaction product. The product is: [ClH:35].[NH2:1][CH2:4][C@@:5]1([CH3:15])[O:9][B:8]([OH:10])[C:7]2[CH:11]=[CH:12][CH:13]=[CH:14][C:6]1=2. (9) Given the reactants Br[C:2]1[CH:7]=[CH:6][C:5]([Br:8])=[CH:4][N:3]=1.[CH:9]([N:12]1[CH2:16][CH2:15][CH:14]([OH:17])[CH2:13]1)([CH3:11])[CH3:10], predict the reaction product. The product is: [Br:8][C:5]1[CH:6]=[CH:7][C:2]([O:17][CH:14]2[CH2:15][CH2:16][N:12]([CH:9]([CH3:11])[CH3:10])[CH2:13]2)=[N:3][CH:4]=1. (10) Given the reactants [F:1][C:2]([F:16])([F:15])[CH:3]([NH2:14])[CH2:4][C:5]1[C:13]2[C:8](=[CH:9][CH:10]=[CH:11][CH:12]=2)[NH:7][CH:6]=1.[C:17]1([CH3:29])[CH:22]=[C:21]([CH3:23])[CH:20]=[C:19]([CH3:24])[C:18]=1[S:25](Cl)(=[O:27])=[O:26], predict the reaction product. The product is: [CH3:29][C:17]1[CH:22]=[C:21]([CH3:23])[CH:20]=[C:19]([CH3:24])[C:18]=1[S:25]([NH:14][CH:3]([CH2:4][C:5]1[C:13]2[C:8](=[CH:9][CH:10]=[CH:11][CH:12]=2)[NH:7][CH:6]=1)[C:2]([F:1])([F:15])[F:16])(=[O:26])=[O:27].